Predict the reaction yield, written as a fraction of the theoretical maximum amount of product (1.0 means a 100% yield; for example, 0.34 means a 34% yield). From a dataset of Reaction yield outcomes from USPTO patents with 853,638 reactions. (1) The reactants are [Br:1][C:2]1[N:6]2[CH:7]=[CH:8][C:9]([CH2:11][OH:12])=[N:10][C:5]2=[N:4][CH:3]=1.N1C=CN=C1.[Si:18](Cl)([C:21]([CH3:24])([CH3:23])[CH3:22])([CH3:20])[CH3:19]. The catalyst is ClCCl. The product is [Br:1][C:2]1[N:6]2[CH:7]=[CH:8][C:9]([CH2:11][O:12][Si:18]([C:21]([CH3:24])([CH3:23])[CH3:22])([CH3:20])[CH3:19])=[N:10][C:5]2=[N:4][CH:3]=1. The yield is 1.00. (2) The reactants are [OH:1][B:2]1[C:6]2[CH:7]=[C:8]([NH:11][S:12]([C:15]3[N:20]=[CH:19][C:18]([NH:21]C(=O)OCC4C=CC=CC=4)=[CH:17][C:16]=3[NH:32][C:33]3[N:38]=[CH:37][CH:36]=[CH:35][N:34]=3)(=[O:14])=[O:13])[CH:9]=[CH:10][C:5]=2[CH2:4][O:3]1. The catalyst is [Pd].CO. The product is [NH2:21][C:18]1[CH:17]=[C:16]([NH:32][C:33]2[N:34]=[CH:35][CH:36]=[CH:37][N:38]=2)[C:15]([S:12]([NH:11][C:8]2[CH:9]=[CH:10][C:5]3[CH2:4][O:3][B:2]([OH:1])[C:6]=3[CH:7]=2)(=[O:13])=[O:14])=[N:20][CH:19]=1. The yield is 0.270.